Dataset: Reaction yield outcomes from USPTO patents with 853,638 reactions. Task: Predict the reaction yield, written as a fraction of the theoretical maximum amount of product (1.0 means a 100% yield; for example, 0.34 means a 34% yield). (1) The catalyst is CN(C)C=O.O.[Cl-].[Na+].O.C1C=CC([P]([Pd]([P](C2C=CC=CC=2)(C2C=CC=CC=2)C2C=CC=CC=2)([P](C2C=CC=CC=2)(C2C=CC=CC=2)C2C=CC=CC=2)[P](C2C=CC=CC=2)(C2C=CC=CC=2)C2C=CC=CC=2)(C2C=CC=CC=2)C2C=CC=CC=2)=CC=1. The yield is 0.430. The product is [F:1][C:2]1[CH:7]=[C:6]([C:20]2[CH:21]=[CH:22][C:17]([CH:14]([CH3:16])[CH3:15])=[CH:18][CH:19]=2)[CH:5]=[CH:4][C:3]=1[NH:9][S:10]([CH3:13])(=[O:12])=[O:11]. The reactants are [F:1][C:2]1[CH:7]=[C:6](I)[CH:5]=[CH:4][C:3]=1[NH:9][S:10]([CH3:13])(=[O:12])=[O:11].[CH:14]([C:17]1[CH:22]=[CH:21][C:20](B(O)O)=[CH:19][CH:18]=1)([CH3:16])[CH3:15].C(=O)([O-])[O-].[Cs+].[Cs+]. (2) The reactants are [C:1]([O:8][CH3:9])(=[O:7])/[CH:2]=[CH:3]/[C:4]([OH:6])=[O:5].Cl[CH2:11][CH2:12][O:13][C:14]([O:16][CH2:17][CH3:18])=[O:15]. The catalyst is CN1C(=O)CCC1. The product is [C:4]([O:6][CH2:11][CH2:12][O:13][C:14]([O:16][CH2:17][CH3:18])=[O:15])(=[O:5])/[CH:3]=[CH:2]/[C:1]([O:8][CH3:9])=[O:7]. The yield is 0.850. (3) The reactants are [C:1]([OH:11])(=[O:10])[C@@H:2]([C:4]1[CH:9]=[CH:8][CH:7]=[CH:6][CH:5]=1)[OH:3].CCCCC.[CH3:17][C:18]([CH:21]=O)([CH3:20])[CH3:19].C([O-])(O)=O.[Na+]. The catalyst is FC(F)(F)S(O)(=O)=O. The product is [C:18]([C@H:21]1[O:10][C:1](=[O:11])[C@@H:2]([C:4]2[CH:9]=[CH:8][CH:7]=[CH:6][CH:5]=2)[O:3]1)([CH3:20])([CH3:19])[CH3:17]. The yield is 0.880. (4) The reactants are C(OC([N:8]1[CH2:13][CH2:12][CH:11]([N:14]2[CH:18]=[C:17]([C:19]3[CH:20]=[N:21][C:22]([NH2:37])=[C:23]([O:25][C@@H:26]([C:28]4[C:33]([Cl:34])=[CH:32][CH:31]=[C:30]([F:35])[C:29]=4[Cl:36])[CH3:27])[CH:24]=3)[CH:16]=[N:15]2)[CH2:10][CH2:9]1)=O)(C)(C)C.Cl.[O:39]1CCOCC1. The catalyst is CO. The product is [C:26]([OH:39])(=[O:25])[CH3:28].[Cl:36][C:29]1[C:30]([F:35])=[CH:31][CH:32]=[C:33]([Cl:34])[C:28]=1[C@H:26]([O:25][C:23]1[C:22]([NH2:37])=[N:21][CH:20]=[C:19]([C:17]2[CH:16]=[N:15][N:14]([CH:11]3[CH2:12][CH2:13][NH:8][CH2:9][CH2:10]3)[CH:18]=2)[CH:24]=1)[CH3:27]. The yield is 0.780. (5) The yield is 0.330. The reactants are [O:1]1[C:5]2[CH:6]=[CH:7][C:8]([C:10]3[N:11]=[C:12]4[CH:17]=[C:16](Br)[CH:15]=[CH:14][N:13]4[CH:19]=3)=[CH:9][C:4]=2[O:3][CH2:2]1.Cl.[F:21][CH:22]1[CH2:27][CH2:26][NH:25][CH2:24][CH2:23]1. The product is [O:1]1[C:5]2[CH:6]=[CH:7][C:8]([C:10]3[N:11]=[C:12]4[CH:17]=[C:16]([N:25]5[CH2:26][CH2:27][CH:22]([F:21])[CH2:23][CH2:24]5)[CH:15]=[CH:14][N:13]4[CH:19]=3)=[CH:9][C:4]=2[O:3][CH2:2]1. No catalyst specified.